From a dataset of Catalyst prediction with 721,799 reactions and 888 catalyst types from USPTO. Predict which catalyst facilitates the given reaction. (1) The catalyst class is: 234. Reactant: [Cl:1][C:2]1[CH:10]=[C:9]2[C:5]([C:6]([C:11]([O:13][CH3:14])=[O:12])=[CH:7][NH:8]2)=[CH:4][C:3]=1B1OCC(C)(C)CO1.Br[C:24]1[CH:29]=[CH:28][C:27]([CH:30]2[CH2:35][CH2:34][O:33][CH2:32][CH2:31]2)=[CH:26][CH:25]=1.O1CCCC1.C(=O)([O-])[O-].[K+].[K+]. Product: [Cl:1][C:2]1[CH:10]=[C:9]2[C:5]([C:6]([C:11]([O:13][CH3:14])=[O:12])=[CH:7][NH:8]2)=[CH:4][C:3]=1[C:24]1[CH:25]=[CH:26][C:27]([CH:30]2[CH2:31][CH2:32][O:33][CH2:34][CH2:35]2)=[CH:28][CH:29]=1. (2) Reactant: CC([O-:5])(C)C.[Na+].C1C=CC(P([C:38]2[C:37]([C:30]3[C:39](P(C4C=CC=CC=4)C4C=CC=CC=4)=[CH:38][CH:37]=[C:36]4[C:31]=3[CH:32]=[CH:33][CH:34]=[CH:35]4)=[C:36]3[C:31]([CH:32]=[CH:33][CH:34]=[CH:35]3)=[CH:30][CH:39]=2)C2C=CC=CC=2)=CC=1.[NH:53]1[CH2:58][CH2:57][NH:56][CH2:55][CH2:54]1. The catalyst class is: 101. Product: [O:5]1[CH2:30][CH2:39][CH2:38][CH2:37][C:36]2[CH:35]=[CH:34][CH:33]=[C:32]([N:53]3[CH2:58][CH2:57][NH:56][CH2:55][CH2:54]3)[C:31]1=2. (3) Reactant: [CH3:1][S:2](Cl)(=[O:4])=[O:3].CCN(CC)CC.[CH3:13][O:14][C:15]1[CH:30]=[C:29]([O:31][CH3:32])[CH:28]=[CH:27][C:16]=1[CH2:17][N:18]1[CH2:22][CH:21]([CH:23]([OH:25])[CH3:24])[CH2:20][C:19]1=[O:26]. Product: [CH3:1][S:2]([O:25][CH:23]([CH:21]1[CH2:20][C:19](=[O:26])[N:18]([CH2:17][C:16]2[CH:27]=[CH:28][C:29]([O:31][CH3:32])=[CH:30][C:15]=2[O:14][CH3:13])[CH2:22]1)[CH3:24])(=[O:4])=[O:3]. The catalyst class is: 46. (4) Product: [CH3:34][S:31]([O:1][CH2:2][CH2:3][C:4]1[C:5]([C:21]([F:23])([F:22])[F:24])=[N:6][N:7]([CH2:9][C:10]2[NH:11][C:12](=[O:20])[C:13]3[CH:18]=[C:17]([CH3:19])[S:16][C:14]=3[N:15]=2)[CH:8]=1)(=[O:33])=[O:32]. The catalyst class is: 6. Reactant: [OH:1][CH2:2][CH2:3][C:4]1[C:5]([C:21]([F:24])([F:23])[F:22])=[N:6][N:7]([CH2:9][C:10]2[NH:11][C:12](=[O:20])[C:13]3[CH:18]=[C:17]([CH3:19])[S:16][C:14]=3[N:15]=2)[CH:8]=1.N1C=CC=CC=1.[S:31](Cl)([CH3:34])(=[O:33])=[O:32]. (5) Reactant: [CH2:1]([N:8]1[CH:12]=[CH:11][C:10]([C:13]([CH3:16])([CH3:15])[CH3:14])=[N:9]1)[C:2]1[CH:7]=[CH:6][CH:5]=[CH:4][CH:3]=1.[I:17]I.[N+]([O-])([O-])=O.[Ce+4].[NH4+].[NH4+].[N+]([O-])([O-])=O.[N+]([O-])([O-])=O.[N+]([O-])([O-])=O.[N+]([O-])([O-])=O.[N+]([O-])([O-])=O.C(#N)C. Product: [CH2:1]([N:8]1[CH:12]=[C:11]([I:17])[C:10]([C:13]([CH3:16])([CH3:15])[CH3:14])=[N:9]1)[C:2]1[CH:3]=[CH:4][CH:5]=[CH:6][CH:7]=1. The catalyst class is: 6. (6) Reactant: [OH:1][C:2]1[CH:3]=[C:4]2[C:9](=[CH:10][CH:11]=1)[CH:8]([C:12]([O:14][CH3:15])=[O:13])[CH2:7][CH2:6][CH2:5]2.N1C=CC=CC=1.[F:22][C:23]([F:36])([F:35])[S:24](O[S:24]([C:23]([F:36])([F:35])[F:22])(=[O:26])=[O:25])(=[O:26])=[O:25].C(OCC)C. Product: [F:22][C:23]([F:36])([F:35])[S:24]([O:1][C:2]1[CH:3]=[C:4]2[C:9](=[CH:10][CH:11]=1)[CH:8]([C:12]([O:14][CH3:15])=[O:13])[CH2:7][CH2:6][CH2:5]2)(=[O:26])=[O:25]. The catalyst class is: 46. (7) Product: [NH2:31][CH2:2][CH2:3][N:4]1[C:27](=[O:28])[N:7]2[CH:8]([C:21]3[CH:26]=[CH:25][CH:24]=[CH:23][CH:22]=3)[C:9]3[NH:10][C:11]4[C:16]([C:17]=3[CH2:18][C:6]2([CH3:29])[C:5]1=[O:30])=[CH:15][C:14]([O:19][CH3:20])=[CH:13][CH:12]=4. Reactant: Br[CH2:2][CH2:3][N:4]1[C:27](=[O:28])[N:7]2[CH:8]([C:21]3[CH:26]=[CH:25][CH:24]=[CH:23][CH:22]=3)[C:9]3[NH:10][C:11]4[C:16]([C:17]=3[CH2:18][C:6]2([CH3:29])[C:5]1=[O:30])=[CH:15][C:14]([O:19][CH3:20])=[CH:13][CH:12]=4.[NH3:31].O. The catalyst class is: 5. (8) Reactant: FC(F)(F)C(O)=O.C([SiH](C(C)C)C(C)C)(C)C.[CH2:18]([C@@H:25]([C:82](=[O:157])[NH:83][CH2:84][C:85](=[O:156])[N:86]([CH3:155])[C@@H:87]([CH2:151][CH:152]([CH3:154])[CH3:153])[C:88](=[O:150])[N:89]([CH3:149])[C@@H:90]([CH:146]([CH3:148])[CH3:147])[C:91](=[O:145])[NH:92][C@@H:93]([CH2:138][C:139]1[CH:144]=[CH:143][CH:142]=[CH:141][CH:140]=1)[C:94](=[O:137])[NH:95][C@H:96]([C:112](=[O:136])[N:113]([CH3:135])[C@@H:114]([CH2:128][C:129]1[CH:134]=[CH:133][CH:132]=[CH:131][CH:130]=1)[C:115](=[O:127])[NH:116][C@@H:117]([CH3:126])[C:118](=[O:125])[N:119]1[CH2:124][CH2:123][CH2:122][CH2:121][CH2:120]1)[CH2:97][C:98]([O:100][C:101]1[C:106]([CH3:107])=[CH:105][CH:104]=[CH:103][C:102]=1[S:108][S:109][CH2:110][CH3:111])=[O:99])[N:26]([CH3:81])[C:27](=[O:80])[C@H:28]([C@H:58]([O:60]C(C1C=CC=CC=1)(C1C=CC=CC=1)C1C=CC=CC=1)[CH3:59])[NH:29][C:30](=[O:57])[C@H:31]([CH2:53][CH:54]([CH3:56])[CH3:55])[N:32]([CH3:52])[C:33](=[O:51])[C@H:34]([CH:48]([CH3:50])[CH3:49])[NH:35][C:36](=[O:47])[C@H:37]([CH3:46])[NH:38]C(=O)OC(C)(C)C)[C:19]1[CH:24]=[CH:23][CH:22]=[CH:21][CH:20]=1. Product: [NH2:38][C@@H:37]([CH3:46])[C:36](=[O:47])[NH:35][C@@H:34]([CH:48]([CH3:50])[CH3:49])[C:33](=[O:51])[N:32]([CH3:52])[C@@H:31]([CH2:53][CH:54]([CH3:56])[CH3:55])[C:30](=[O:57])[NH:29][C@@H:28]([C@H:58]([OH:60])[CH3:59])[C:27](=[O:80])[N:26]([CH3:81])[C@@H:25]([CH2:18][C:19]1[CH:20]=[CH:21][CH:22]=[CH:23][CH:24]=1)[C:82](=[O:157])[NH:83][CH2:84][C:85](=[O:156])[N:86]([CH3:155])[C@@H:87]([CH2:151][CH:152]([CH3:153])[CH3:154])[C:88](=[O:150])[N:89]([CH3:149])[C@@H:90]([CH:146]([CH3:147])[CH3:148])[C:91](=[O:145])[NH:92][C@@H:93]([CH2:138][C:139]1[CH:144]=[CH:143][CH:142]=[CH:141][CH:140]=1)[C:94](=[O:137])[NH:95][C@H:96]([C:112](=[O:136])[N:113]([CH3:135])[C@@H:114]([CH2:128][C:129]1[CH:134]=[CH:133][CH:132]=[CH:131][CH:130]=1)[C:115](=[O:127])[NH:116][C@@H:117]([CH3:126])[C:118](=[O:125])[N:119]1[CH2:120][CH2:121][CH2:122][CH2:123][CH2:124]1)[CH2:97][C:98]([O:100][C:101]1[C:106]([CH3:107])=[CH:105][CH:104]=[CH:103][C:102]=1[S:108][S:109][CH2:110][CH3:111])=[O:99]. The catalyst class is: 4. (9) Reactant: [C:1]([C:4]1[S:18][C:7]2[O:8][C:9]3[CH:17]=[CH:16][CH:15]=[CH:14][C:10]=3[NH:11][C:12](=[O:13])[C:6]=2[CH:5]=1)(=O)[CH3:2].[CH3:19]I.[Mg].Cl. Product: [C:1]([C:4]1[S:18][C:7]2[O:8][C:9]3[CH:17]=[CH:16][CH:15]=[CH:14][C:10]=3[NH:11][C:12](=[O:13])[C:6]=2[CH:5]=1)([CH3:19])=[CH2:2]. The catalyst class is: 28.